Task: Regression. Given two drug SMILES strings and cell line genomic features, predict the synergy score measuring deviation from expected non-interaction effect.. Dataset: NCI-60 drug combinations with 297,098 pairs across 59 cell lines (1) Drug 1: CC1=C(C=C(C=C1)NC2=NC=CC(=N2)N(C)C3=CC4=NN(C(=C4C=C3)C)C)S(=O)(=O)N.Cl. Drug 2: C1CCN(CC1)CCOC2=CC=C(C=C2)C(=O)C3=C(SC4=C3C=CC(=C4)O)C5=CC=C(C=C5)O. Cell line: HCC-2998. Synergy scores: CSS=-21.6, Synergy_ZIP=7.13, Synergy_Bliss=-9.76, Synergy_Loewe=-23.8, Synergy_HSA=-22.1. (2) Drug 1: CC1=C(C=C(C=C1)C(=O)NC2=CC(=CC(=C2)C(F)(F)F)N3C=C(N=C3)C)NC4=NC=CC(=N4)C5=CN=CC=C5. Drug 2: CC1CCC2CC(C(=CC=CC=CC(CC(C(=O)C(C(C(=CC(C(=O)CC(OC(=O)C3CCCCN3C(=O)C(=O)C1(O2)O)C(C)CC4CCC(C(C4)OC)O)C)C)O)OC)C)C)C)OC. Cell line: OVCAR-4. Synergy scores: CSS=0.593, Synergy_ZIP=2.13, Synergy_Bliss=7.67, Synergy_Loewe=-4.27, Synergy_HSA=0.237. (3) Drug 1: C1=C(C(=O)NC(=O)N1)N(CCCl)CCCl. Drug 2: CS(=O)(=O)CCNCC1=CC=C(O1)C2=CC3=C(C=C2)N=CN=C3NC4=CC(=C(C=C4)OCC5=CC(=CC=C5)F)Cl. Cell line: SF-295. Synergy scores: CSS=55.1, Synergy_ZIP=5.27, Synergy_Bliss=7.66, Synergy_Loewe=7.07, Synergy_HSA=7.95. (4) Drug 1: C1CN(P(=O)(OC1)NCCCl)CCCl. Drug 2: C(CN)CNCCSP(=O)(O)O. Cell line: A498. Synergy scores: CSS=-2.86, Synergy_ZIP=0.554, Synergy_Bliss=-0.408, Synergy_Loewe=-3.04, Synergy_HSA=-2.50. (5) Drug 1: CCCS(=O)(=O)NC1=C(C(=C(C=C1)F)C(=O)C2=CNC3=C2C=C(C=N3)C4=CC=C(C=C4)Cl)F. Drug 2: C1C(C(OC1N2C=NC3=C(N=C(N=C32)Cl)N)CO)O. Cell line: SNB-75. Synergy scores: CSS=-3.10, Synergy_ZIP=1.14, Synergy_Bliss=-1.46, Synergy_Loewe=-3.50, Synergy_HSA=-3.12.